The task is: Predict the product of the given reaction.. This data is from Forward reaction prediction with 1.9M reactions from USPTO patents (1976-2016). (1) Given the reactants Br[C:2]1[CH:6]=[CH:5][O:4][C:3]=1[C:7]([OH:9])=[O:8].[C:10]1(B(O)O)[CH:15]=[CH:14][CH:13]=[CH:12][CH:11]=1.C([O-])(O)=O.[Na+], predict the reaction product. The product is: [C:10]1([C:2]2[CH:6]=[CH:5][O:4][C:3]=2[C:7]([OH:9])=[O:8])[CH:15]=[CH:14][CH:13]=[CH:12][CH:11]=1. (2) Given the reactants [O:1]=[C:2]1[C:7]([CH2:8][C:9]2[CH:14]=[CH:13][C:12]([C:15]3[C:16]([C:21]#[N:22])=[CH:17][CH:18]=[CH:19][CH:20]=3)=[CH:11][CH:10]=2)=[C:6]([CH2:23][CH2:24][CH3:25])[N:5]2[N:26]=[CH:27][N:28]=[C:4]2[N:3]1[CH:29]1[CH2:34][CH2:33][C:32](=[O:35])[CH2:31][CH2:30]1.CO.[BH4-].[Na+], predict the reaction product. The product is: [OH:35][C@H:32]1[CH2:33][CH2:34][C@H:29]([N:3]2[C:2](=[O:1])[C:7]([CH2:8][C:9]3[CH:14]=[CH:13][C:12]([C:15]4[C:16]([C:21]#[N:22])=[CH:17][CH:18]=[CH:19][CH:20]=4)=[CH:11][CH:10]=3)=[C:6]([CH2:23][CH2:24][CH3:25])[N:5]3[N:26]=[CH:27][N:28]=[C:4]23)[CH2:30][CH2:31]1.